From a dataset of Full USPTO retrosynthesis dataset with 1.9M reactions from patents (1976-2016). Predict the reactants needed to synthesize the given product. (1) Given the product [CH2:1]([N:8]1[CH:12]=[C:11]([C:13]2[S:14][C:15]([C:19]([NH:59][CH2:58][C:54]3[CH:53]=[N:52][CH:57]=[CH:56][CH:55]=3)=[O:21])=[C:16]([CH3:18])[N:17]=2)[N:10]=[N:9]1)[C:2]1[CH:3]=[CH:4][CH:5]=[CH:6][CH:7]=1, predict the reactants needed to synthesize it. The reactants are: [CH2:1]([N:8]1[CH:12]=[C:11]([C:13]2[S:14][C:15]([C:19]([OH:21])=O)=[C:16]([CH3:18])[N:17]=2)[N:10]=[N:9]1)[C:2]1[CH:7]=[CH:6][CH:5]=[CH:4][CH:3]=1.ON1C2C=CC=CC=2N=N1.CN(C)CCCN=C=NCC.C(N(CC)C(C)C)(C)C.[N:52]1[CH:57]=[CH:56][CH:55]=[C:54]([CH2:58][NH2:59])[CH:53]=1. (2) Given the product [Cl:11][C:6]1[CH:7]=[CH:8][CH:9]=[CH:10][C:5]=1[C:3]1[N:26]=[C:24]([NH:23][C:19]2[CH:20]=[CH:21][CH:22]=[C:17]([N:12]3[CH:16]=[CH:15][N:14]=[CH:13]3)[CH:18]=2)[S:25][CH:2]=1, predict the reactants needed to synthesize it. The reactants are: Br[CH2:2][C:3]([C:5]1[CH:10]=[CH:9][CH:8]=[CH:7][C:6]=1[Cl:11])=O.[N:12]1([C:17]2[CH:18]=[C:19]([NH:23][C:24]([NH2:26])=[S:25])[CH:20]=[CH:21][CH:22]=2)[CH:16]=[CH:15][N:14]=[CH:13]1.C(OCC)(=O)C.C(=O)([O-])[O-].[K+].[K+]. (3) Given the product [CH3:19][N:5]1[C:6]([CH2:7][CH2:8][C:9]2[CH:14]=[CH:13][C:12]([C:15]([F:18])([F:17])[F:16])=[CH:11][CH:10]=2)=[C:2]([N:20]2[CH:24]=[CH:23][CH:22]=[N:21]2)[CH:3]=[N:4]1, predict the reactants needed to synthesize it. The reactants are: I[C:2]1[CH:3]=[N:4][N:5]([CH3:19])[C:6]=1[CH2:7][CH2:8][C:9]1[CH:14]=[CH:13][C:12]([C:15]([F:18])([F:17])[F:16])=[CH:11][CH:10]=1.[NH:20]1[CH:24]=[CH:23][CH:22]=[N:21]1.C(=O)([O-])[O-].[K+].[K+].CN[C@@H]1CCCC[C@H]1NC. (4) Given the product [S:14]([N:1]1[C:9]2[C:4](=[CH:5][CH:6]=[C:7]([C:10]#[N:11])[CH:8]=2)[CH:3]=[CH:2]1)([C:17]1[CH:23]=[CH:22][C:20]([CH3:21])=[CH:19][CH:18]=1)(=[O:16])=[O:15], predict the reactants needed to synthesize it. The reactants are: [NH:1]1[C:9]2[C:4](=[CH:5][CH:6]=[C:7]([C:10]#[N:11])[CH:8]=2)[CH:3]=[CH:2]1.[H-].[Na+].[S:14](Cl)([C:17]1[CH:23]=[CH:22][C:20]([CH3:21])=[CH:19][CH:18]=1)(=[O:16])=[O:15]. (5) Given the product [CH2:1]([O:3][C:4]1[CH:12]=[CH:11][C:7]([C:8]2[O:10][N:40]=[C:39]([C:41]3[CH:49]=[CH:48][CH:47]=[C:46]4[C:42]=3[CH2:43][CH2:44][CH:45]4[OH:50])[N:38]=2)=[CH:6][C:5]=1[N+:13]([O-:15])=[O:14])[CH3:2], predict the reactants needed to synthesize it. The reactants are: [CH2:1]([O:3][C:4]1[CH:12]=[CH:11][C:7]([C:8]([OH:10])=O)=[CH:6][C:5]=1[N+:13]([O-:15])=[O:14])[CH3:2].C1C=CC2N(O)N=NC=2C=1.CCN=C=NCCCN(C)C.O[N:38]=[C:39]([C:41]1[C:42]2[CH2:43][CH2:44][CH:45]([OH:50])[C:46]=2[CH:47]=[CH:48][CH:49]=1)[NH2:40].[Na+].[Cl-]. (6) Given the product [O:1]1[CH:5]=[CH:4][CH:3]=[C:2]1[C:6]1[C:7]2[CH:24]=[CH:23][CH:22]=[N:21][C:8]=2[N:9]=[C:10]([NH:19][CH3:20])[CH:11]([C:13]2[S:14][CH:15]=[C:16]([C:29]#[C:28][C:26]([CH3:27])([OH:30])[CH3:25])[CH:17]=2)[N:12]=1, predict the reactants needed to synthesize it. The reactants are: [O:1]1[CH:5]=[CH:4][CH:3]=[C:2]1[C:6]1[C:7]2[CH:24]=[CH:23][CH:22]=[N:21][C:8]=2[N:9]=[C:10]([NH:19][CH3:20])[CH:11]([C:13]2[S:14][CH:15]=[C:16](I)[CH:17]=2)[N:12]=1.[CH3:25][C:26]([OH:30])([C:28]#[CH:29])[CH3:27]. (7) Given the product [Cl:19][C:20]1[CH:25]=[C:24]([C:2]2[N:6]3[CH:7]=[C:8]([NH:11][CH:12]4[CH2:17][CH2:16][CH2:15][CH:14]([OH:18])[CH2:13]4)[CH:9]=[CH:10][C:5]3=[N:4][CH:3]=2)[CH:23]=[C:22]([O:35][CH3:36])[N:21]=1, predict the reactants needed to synthesize it. The reactants are: Br[C:2]1[N:6]2[CH:7]=[C:8]([NH:11][CH:12]3[CH2:17][CH2:16][CH2:15][CH:14]([OH:18])[CH2:13]3)[CH:9]=[CH:10][C:5]2=[N:4][CH:3]=1.[Cl:19][C:20]1[CH:25]=[C:24](B2OC(C)(C)C(C)(C)O2)[CH:23]=[C:22]([O:35][CH3:36])[N:21]=1.C([O-])([O-])=O.[Na+].[Na+]. (8) The reactants are: [CH:1]1([CH2:4][O:5][C:6]2[N:11]=[C:10]([C:12]([NH:14][C:15]3([CH2:19][C:20]([O:22]C)=[O:21])[CH2:18][S:17][CH2:16]3)=[O:13])[CH:9]=[CH:8][C:7]=2[C:24]([F:27])([F:26])[F:25])[CH2:3][CH2:2]1.O.[OH-].[Li+]. Given the product [CH:1]1([CH2:4][O:5][C:6]2[N:11]=[C:10]([C:12]([NH:14][C:15]3([CH2:19][C:20]([OH:22])=[O:21])[CH2:18][S:17][CH2:16]3)=[O:13])[CH:9]=[CH:8][C:7]=2[C:24]([F:26])([F:27])[F:25])[CH2:3][CH2:2]1, predict the reactants needed to synthesize it.